This data is from Full USPTO retrosynthesis dataset with 1.9M reactions from patents (1976-2016). The task is: Predict the reactants needed to synthesize the given product. Given the product [CH:1]([C:4]1[S:8][C:7]([C:9]2[CH:14]=[N:13][CH:12]=[CH:11][N:10]=2)=[N:6][C:5]=1[O:15][S:25]([C:28]([F:31])([F:30])[F:29])(=[O:27])=[O:26])([CH3:3])[CH3:2], predict the reactants needed to synthesize it. The reactants are: [CH:1]([C:4]1[S:8][C:7]([C:9]2[CH:14]=[N:13][CH:12]=[CH:11][N:10]=2)=[N:6][C:5]=1[OH:15])([CH3:3])[CH3:2].[H-].[Na+].C1C=CC(N([S:25]([C:28]([F:31])([F:30])[F:29])(=[O:27])=[O:26])[S:25]([C:28]([F:31])([F:30])[F:29])(=[O:27])=[O:26])=CC=1.O.